Task: Predict the reactants needed to synthesize the given product.. Dataset: Full USPTO retrosynthesis dataset with 1.9M reactions from patents (1976-2016) Given the product [N:31]([CH2:29][C@@H:25]1[CH2:26][CH2:27][CH2:28][N:24]1[C:22]([C:19]1[CH:20]=[CH:21][C:16]([Br:15])=[CH:17][CH:18]=1)=[O:23])=[N+:32]=[N-:33], predict the reactants needed to synthesize it. The reactants are: C(N(C(C)C)CC)(C)C.CS(Cl)(=O)=O.[Br:15][C:16]1[CH:21]=[CH:20][C:19]([C:22]([N:24]2[CH2:28][CH2:27][CH2:26][C@H:25]2[CH2:29]O)=[O:23])=[CH:18][CH:17]=1.[N-:31]=[N+:32]=[N-:33].[Na+].